Dataset: Forward reaction prediction with 1.9M reactions from USPTO patents (1976-2016). Task: Predict the product of the given reaction. Given the reactants [NH2:1][C:2]1[CH:3]=[C:4]([C@H:8]([N:15]([CH3:27])[C:16](=[O:26])[CH2:17][C:18]2[CH:23]=[CH:22][C:21]([Cl:24])=[C:20]([Cl:25])[CH:19]=2)[CH2:9][N:10]2[CH2:14][CH2:13][CH2:12][CH2:11]2)[CH:5]=[CH:6][CH:7]=1.N1C=CC=CC=1.[CH3:34][S:35](Cl)(=[O:37])=[O:36].O, predict the reaction product. The product is: [Cl:25][C:20]1[CH:19]=[C:18]([CH2:17][C:16]([N:15]([CH3:27])[C@@H:8]([C:4]2[CH:5]=[CH:6][CH:7]=[C:2]([NH:1][S:35]([CH3:34])(=[O:37])=[O:36])[CH:3]=2)[CH2:9][N:10]2[CH2:11][CH2:12][CH2:13][CH2:14]2)=[O:26])[CH:23]=[CH:22][C:21]=1[Cl:24].